Predict the reaction yield, written as a fraction of the theoretical maximum amount of product (1.0 means a 100% yield; for example, 0.34 means a 34% yield). From a dataset of Reaction yield outcomes from USPTO patents with 853,638 reactions. (1) The reactants are [Cl:1][C:2]1[CH:3]=[N:4][C:5]2[CH2:6][CH2:7][NH:8][CH2:9][C:10]=2[CH:11]=1.Cl[C:13]1[N:18]=[C:17]([N:19]2[CH2:23][CH2:22][C@@H:21]([F:24])[CH2:20]2)[C:16]([N+:25]([O-:27])=[O:26])=[C:15]([CH3:28])[CH:14]=1.[CH3:29]C#N. No catalyst specified. The product is [Cl:1][C:2]1[CH:3]=[N:4][C:5]2[CH2:6][CH2:7][N:8]([C:13]3([CH3:29])[CH:14]=[C:15]([CH3:28])[C:16]([N+:25]([O-:27])=[O:26])=[C:17]([N:19]4[CH2:23][CH2:22][C@@H:21]([F:24])[CH2:20]4)[NH:18]3)[CH2:9][C:10]=2[CH:11]=1. The yield is 0.370. (2) The reactants are CS[C:3]1[N:8]=[C:7]([C:9]2[CH:14]=[CH:13][CH:12]=[CH:11][N:10]=2)[CH:6]=[CH:5][N:4]=1.O.[NH2:16][NH2:17]. No catalyst specified. The product is [NH:16]([C:3]1[N:8]=[C:7]([C:9]2[CH:14]=[CH:13][CH:12]=[CH:11][N:10]=2)[CH:6]=[CH:5][N:4]=1)[NH2:17]. The yield is 0.810. (3) The reactants are [OH-].[Na+].[N+](C1C=CC(C([O:12][C@H:13]2[CH2:16][C@H:15]([CH2:17][CH2:18][O:19][CH2:20][C:21]3[CH:26]=[CH:25][CH:24]=[CH:23][CH:22]=3)[CH2:14]2)=O)=CC=1)([O-])=O.CC(O)=O. The catalyst is O1CCOCC1. The product is [CH2:20]([O:19][CH2:18][CH2:17][C@H:15]1[CH2:14][C@H:13]([OH:12])[CH2:16]1)[C:21]1[CH:26]=[CH:25][CH:24]=[CH:23][CH:22]=1. The yield is 0.975. (4) The reactants are [F:1][C:2]([F:20])([F:19])[C:3]1[N:8]=[CH:7][C:6]([O:9][C:10]2[CH:15]=[CH:14][C:13]([CH2:16][CH2:17][OH:18])=[CH:12][CH:11]=2)=[CH:5][CH:4]=1.[N:21]#[C:22][NH2:23].OS(C(F)(F)F)(=O)=O. The catalyst is C1COCC1. The product is [C:22](=[NH:21])([O:18][CH2:17][CH2:16][C:13]1[CH:14]=[CH:15][C:10]([O:9][C:6]2[CH:7]=[N:8][C:3]([C:2]([F:19])([F:1])[F:20])=[CH:4][CH:5]=2)=[CH:11][CH:12]=1)[NH2:23]. The yield is 0.570. (5) The catalyst is CN(C)C1C=CN=CC=1.ClC1C=CC=CC=1Cl. The product is [CH3:34][O:33][C:30]1[CH:31]=[C:32]2[C:27](=[CH:28][C:29]=1[O:35][CH3:36])[N:26]=[CH:25][CH:24]=[C:23]2[O:21][C:12]1[CH:11]=[CH:10][C:9]([C:3]2[CH:4]=[CH:5][C:6]([F:8])=[CH:7][C:2]=2[F:1])=[CH:20][C:13]=1[C:14]([O:16][CH2:17][CH2:18][CH3:19])=[O:15]. The yield is 0.100. The reactants are [F:1][C:2]1[CH:7]=[C:6]([F:8])[CH:5]=[CH:4][C:3]=1[C:9]1[CH:20]=[C:13]([C:14]([O:16][CH2:17][CH2:18][CH3:19])=[O:15])[C:12]([OH:21])=[CH:11][CH:10]=1.Cl[C:23]1[C:32]2[C:27](=[CH:28][C:29]([O:35][CH3:36])=[C:30]([O:33][CH3:34])[CH:31]=2)[N:26]=[CH:25][CH:24]=1.